This data is from Experimentally validated miRNA-target interactions with 360,000+ pairs, plus equal number of negative samples. The task is: Binary Classification. Given a miRNA mature sequence and a target amino acid sequence, predict their likelihood of interaction. (1) The miRNA is hsa-miR-548ah-5p with sequence AAAAGUGAUUGCAGUGUUUG. The protein sequence of the target gene is MDEVYLYSDATTSKIARTVTQKLGFSKASSSGTRLHRGYVEEATLEDKPSQTSHIVFVVHGIGQKMDQGRIIKNTAMMREAARKMEEKHFSNHATHVEFLPVEWRSKLTLDGDTVDSITPDKVRGLRDMLNSSAMDIMYYTSPLYRDELVKGLQQELNRLYSLFCSRNPDFEEKGGKVSIVSHSLGCVITYDIMMGWNPGGLYEQLLQKEEELPDERWMSYEERHLLDELYITKRRLREIEDRLHGLKAPSISQTPALKFKVENFFCMGSPLAVFLALRGIRPGNSGSQDHILPREICNR.... Result: 0 (no interaction). (2) The miRNA is cel-miR-237-5p with sequence UCCCUGAGAAUUCUCGAACAGCU. The protein sequence of the target gene is MLPRLWWLVLWLQPLATLPASAVHDEEAAMSVPRCKSLKETDLIKTSVSDCYCYNQHSQIQWTYMWSTVQVTVTSPGLLNIVYITGSHNCQHTESILSFIKCVTHNFWAPEEAEEITIVFSPYGETVCFSVKPVGRLLPYIVSVSRNIVDFKLFLVFVTGIFLFLYAKTLSQSPVFYYSSGTVLGILMTLVFVLLMAKKHIPKYSTFGALMIGCWFASVYVLCQLMEDLKWLWYGNRMYILGYVVVVGLCSFAACYSHGPLADEGSRDLLMWTLRLFSLALVYTGVAAPQFAYAVLIVLL.... Result: 0 (no interaction). (3) The miRNA is hsa-miR-5010-3p with sequence UUUUGUGUCUCCCAUUCCCCAG. The protein sequence of the target gene is MARFPKADLAAAGVMLLCHFFTDQFQFADGKPGDQILDWQYGVTQAFPHTEEEVEVDSHAYSHRWKRNLDFLKAVDTNRASVGQDSPEPRSFTDLLLDDGQDNNTQIEEDTDHNYYISRIYGPSDSASRDLWVNIDQMEKDKVKIHGILSNTHRQAARVNLSFDFPFYGHFLREITVATGGFIYTGEVVHRMLTATQYIAPLMANFDPSVSRNSTVRYFDNGTALVVQWDHVHLQDNYNLGSFTFQATLLMDGRIIFGYKEIPVLVTQISSTNHPVKVGLSDAFVVVHRIQQIPNVRRRT.... Result: 1 (interaction).